From a dataset of Peptide-MHC class II binding affinity with 134,281 pairs from IEDB. Regression. Given a peptide amino acid sequence and an MHC pseudo amino acid sequence, predict their binding affinity value. This is MHC class II binding data. (1) The peptide sequence is TPLTLVDICFWSTLF. The MHC is DRB3_0101 with pseudo-sequence DRB3_0101. The binding affinity (normalized) is 0.436. (2) The peptide sequence is GVLVATNFFGINTIP. The MHC is HLA-DQA10501-DQB10301 with pseudo-sequence HLA-DQA10501-DQB10301. The binding affinity (normalized) is 0.188. (3) The peptide sequence is EKKYFAATQFWPLAA. The MHC is HLA-DQA10501-DQB10201 with pseudo-sequence HLA-DQA10501-DQB10201. The binding affinity (normalized) is 0.366. (4) The peptide sequence is APEVKKTVFETALKK. The MHC is HLA-DPA10201-DPB10501 with pseudo-sequence HLA-DPA10201-DPB10501. The binding affinity (normalized) is 0.568. (5) The peptide sequence is ETALKKAITAMSE. The MHC is HLA-DQA10301-DQB10302 with pseudo-sequence HLA-DQA10301-DQB10302. The binding affinity (normalized) is 0.400.